The task is: Predict which catalyst facilitates the given reaction.. This data is from Catalyst prediction with 721,799 reactions and 888 catalyst types from USPTO. (1) Reactant: [N+:1]([C:4]1[CH:13]=[CH:12][C:7]2=[N:8][S:9][C:10](N)=[C:6]2[CH:5]=1)([O-:3])=[O:2].N(OCCC(C)C)=O. Product: [N+:1]([C:4]1[CH:13]=[CH:12][C:7]2=[N:8][S:9][CH:10]=[C:6]2[CH:5]=1)([O-:3])=[O:2]. The catalyst class is: 12. (2) Reactant: [CH3:1][C:2]1[C:9]([CH3:10])=[CH:8][C:7]([CH3:11])=[C:6](/[CH:12]=[CH:13]/[CH3:14])[C:3]=1[CH:4]=[O:5].[H][H]. Product: [CH3:1][C:2]1[C:9]([CH3:10])=[CH:8][C:7]([CH3:11])=[C:6]([CH2:12][CH2:13][CH3:14])[C:3]=1[CH:4]=[O:5]. The catalyst class is: 586. (3) Reactant: [NH:1]1[CH:5]=[CH:4][CH:3]=[C:2]1[CH:6]=[O:7].[H-].[Na+].[CH3:10][S:11](Cl)(=[O:13])=[O:12]. Product: [CH3:10][S:11]([N:1]1[CH:5]=[CH:4][CH:3]=[C:2]1[CH:6]=[O:7])(=[O:13])=[O:12]. The catalyst class is: 20. (4) Reactant: Cl[C:2]1[N:7]=[CH:6][N:5]=[C:4]([C:8]([O:10][CH3:11])=[O:9])[CH:3]=1.Cl.[F:13][C:14]([F:21])([F:20])[O:15][CH:16]1[CH2:19][NH:18][CH2:17]1.CS(C)=O. Product: [F:13][C:14]([F:21])([F:20])[O:15][CH:16]1[CH2:19][N:18]([C:2]2[N:7]=[CH:6][N:5]=[C:4]([C:8]([O:10][CH3:11])=[O:9])[CH:3]=2)[CH2:17]1. The catalyst class is: 13. (5) Reactant: Cl[C:2]1[CH:3]=[CH:4][C:5]([N+:9]([O-:11])=[O:10])=[C:6]([CH:8]=1)[NH2:7].[CH3:12][N:13]([CH3:15])[NH2:14].C(=O)([O-])[O-].[K+].[K+].O. Product: [CH3:12][N:13]([CH3:15])[NH:14][C:2]1[CH:3]=[CH:4][C:5]([N+:9]([O-:11])=[O:10])=[C:6]([NH2:7])[CH:8]=1. The catalyst class is: 80.